This data is from Reaction yield outcomes from USPTO patents with 853,638 reactions. The task is: Predict the reaction yield, written as a fraction of the theoretical maximum amount of product (1.0 means a 100% yield; for example, 0.34 means a 34% yield). (1) The reactants are C([O:8][C:9]1[CH:21]=[C:20]2[C:12]([C:13]3[CH:14]=[CH:15][C:16]([NH:22][C:23](=[O:29])[O:24][C:25]([CH3:28])([CH3:27])[CH3:26])=[CH:17][C:18]=3[NH:19]2)=[CH:11][CH:10]=1)C1C=CC=CC=1. The catalyst is CO.[Pd]. The product is [OH:8][C:9]1[CH:21]=[C:20]2[C:12]([C:13]3[CH:14]=[CH:15][C:16]([NH:22][C:23](=[O:29])[O:24][C:25]([CH3:27])([CH3:26])[CH3:28])=[CH:17][C:18]=3[NH:19]2)=[CH:11][CH:10]=1. The yield is 1.00. (2) The reactants are [F:1][C:2]1[CH:3]=[C:4]([CH:40]=[C:41]([F:43])[CH:42]=1)[CH2:5][C:6]1[CH:7]=[C:8]2[C:12](=[CH:13][CH:14]=1)[NH:11][N:10]=[C:9]2[NH:15][C:16](=[O:39])[C:17]1[CH:22]=[CH:21][C:20]([N+:23]([O-])=O)=[CH:19][C:18]=1[N:26]([CH:33]1[CH2:38][CH2:37][O:36][CH2:35][CH2:34]1)[C:27](=[O:32])[C:28]([F:31])([F:30])[F:29].C1CCCCC=1. The catalyst is [Pd].O1CCOCC1. The product is [F:43][C:41]1[CH:40]=[C:4]([CH:3]=[C:2]([F:1])[CH:42]=1)[CH2:5][C:6]1[CH:7]=[C:8]2[C:12](=[CH:13][CH:14]=1)[NH:11][N:10]=[C:9]2[NH:15][C:16](=[O:39])[C:17]1[CH:22]=[CH:21][C:20]([NH2:23])=[CH:19][C:18]=1[N:26]([CH:33]1[CH2:34][CH2:35][O:36][CH2:37][CH2:38]1)[C:27](=[O:32])[C:28]([F:31])([F:29])[F:30]. The yield is 0.820.